Dataset: Forward reaction prediction with 1.9M reactions from USPTO patents (1976-2016). Task: Predict the product of the given reaction. Given the reactants [C:1]([NH:4][C:5]1[CH:6]=[C:7]([CH:18]=[CH:19][C:20]=1[O:21][CH3:22])[NH:8]/[CH:9]=[C:10](\[C:16]#[N:17])/[C:11]([O:13]CC)=O)(=[O:3])[CH3:2].C(NC1C=C(C=CC=1OC)N/C=C(/C#N)\C(OCC)=O)(=O)C.C1(C2C=CC=CC=2)C=CC=CC=1.C1(OC2C=CC=CC=2)C=CC=CC=1, predict the reaction product. The product is: [C:16]([C:10]1[C:11](=[O:13])[C:18]2[C:7](=[CH:6][C:5]([NH:4][C:1](=[O:3])[CH3:2])=[C:20]([O:21][CH3:22])[CH:19]=2)[NH:8][CH:9]=1)#[N:17].